From a dataset of Catalyst prediction with 721,799 reactions and 888 catalyst types from USPTO. Predict which catalyst facilitates the given reaction. (1) Reactant: Cl.[N:2]1([CH2:8][CH2:9][O:10][CH:11]2[CH2:16][CH2:15][N:14](C(OC(C)(C)C)=O)[CH2:13][CH2:12]2)[CH2:7][CH2:6][CH2:5][CH2:4][CH2:3]1. Product: [NH:14]1[CH2:15][CH2:16][CH:11]([O:10][CH2:9][CH2:8][N:2]2[CH2:7][CH2:6][CH2:5][CH2:4][CH2:3]2)[CH2:12][CH2:13]1. The catalyst class is: 169. (2) Reactant: [NH2:1][C:2]1[CH:11]=[C:10]([O:12][CH2:13][C:14]#[CH:15])[C:9]([O:16][CH3:17])=[CH:8][C:3]=1[C:4](OC)=[O:5].[CH:18]([NH2:20])=O.C([O-])=O.[NH4+]. Product: [CH3:17][O:16][C:9]1[CH:8]=[C:3]2[C:2](=[CH:11][C:10]=1[O:12][CH2:13][C:14]#[CH:15])[N:1]=[CH:18][NH:20][C:4]2=[O:5]. The catalyst class is: 6. (3) Reactant: O[C:2]1([C:21]2[C:22]([OH:31])=[CH:23][C:24]3[O:28][N:27]=[C:26]([CH3:29])[C:25]=3[CH:30]=2)[C:10]2[C:5](=[CH:6][CH:7]=[CH:8][CH:9]=2)[N:4]([CH2:11][C:12]2[CH:17]=[CH:16][C:15]([O:18][CH3:19])=[CH:14][CH:13]=2)[C:3]1=[O:20].C([SiH](CC)CC)C.FC(F)(F)C(O)=O. Product: [OH:31][C:22]1[C:21]([CH:2]2[C:10]3[C:5](=[CH:6][CH:7]=[CH:8][CH:9]=3)[N:4]([CH2:11][C:12]3[CH:13]=[CH:14][C:15]([O:18][CH3:19])=[CH:16][CH:17]=3)[C:3]2=[O:20])=[CH:30][C:25]2[C:26]([CH3:29])=[N:27][O:28][C:24]=2[CH:23]=1. The catalyst class is: 4.